Predict the reactants needed to synthesize the given product. From a dataset of Full USPTO retrosynthesis dataset with 1.9M reactions from patents (1976-2016). (1) Given the product [CH2:39]([O:38][C:36](=[O:37])[CH2:35][CH2:41][CH2:42][O:18][C:15]1[CH:16]=[CH:17][C:12]([O:11][C:10]2[CH:20]=[CH:21][C:22]([CH2:24][CH3:25])=[CH:23][C:9]=2[O:8][CH2:1][C:2]2[CH:3]=[CH:4][CH:5]=[CH:6][CH:7]=2)=[C:13]([F:19])[CH:14]=1)[CH3:40], predict the reactants needed to synthesize it. The reactants are: [CH2:1]([O:8][C:9]1[CH:23]=[C:22]([CH2:24][CH3:25])[CH:21]=[CH:20][C:10]=1[O:11][C:12]1[CH:17]=[CH:16][C:15]([OH:18])=[CH:14][C:13]=1[F:19])[C:2]1[CH:7]=[CH:6][CH:5]=[CH:4][CH:3]=1.C(=O)([O-])[O-].[K+].[K+].[Na+].[I-].Br[CH:35]([CH2:41][CH3:42])[C:36]([O:38][CH2:39][CH3:40])=[O:37].C([N+](CCCC)(CCCC)CCCC)CCC.[NH4+].[Cl-]. (2) Given the product [CH2:1]([O:8][C:9]([NH:11][C:12]([C:14]1[CH:19]=[CH:18][C:17]([NH:20][CH:21]([C:26]2[CH:31]=[CH:30][C:29]([O:32][CH:33]([CH3:34])[CH3:35])=[C:28]([O:36][CH2:37][CH3:38])[CH:27]=2)[C:22]([OH:24])=[O:23])=[CH:16][CH:15]=1)=[NH:13])=[O:10])[C:2]1[CH:7]=[CH:6][CH:5]=[CH:4][CH:3]=1, predict the reactants needed to synthesize it. The reactants are: [CH2:1]([O:8][C:9]([NH:11][C:12]([C:14]1[CH:19]=[CH:18][C:17]([NH:20][CH:21]([C:26]2[CH:31]=[CH:30][C:29]([O:32][CH:33]([CH3:35])[CH3:34])=[C:28]([O:36][CH2:37][CH3:38])[CH:27]=2)[C:22]([O:24]C)=[O:23])=[CH:16][CH:15]=1)=[NH:13])=[O:10])[C:2]1[CH:7]=[CH:6][CH:5]=[CH:4][CH:3]=1.[OH-].[Li+].CO. (3) Given the product [NH2:13][C:14]1[C:15]([C:26]([NH:12][C:10]([S:9][CH3:8])=[NH:11])=[O:27])=[N:16][C:17]([Cl:25])=[C:18]([NH:20][CH2:21][CH:22]2[CH2:23][CH2:24]2)[N:19]=1, predict the reactants needed to synthesize it. The reactants are: [OH-].[Na+].S(O)(O)(=O)=O.[CH3:8][S:9][C:10](=[NH:12])[NH2:11].[NH2:13][C:14]1[C:15]([C:26](OC(C)=CC(=O)NC(C)(C)C)=[O:27])=[N:16][C:17]([Cl:25])=[C:18]([NH:20][CH2:21][CH:22]2[CH2:24][CH2:23]2)[N:19]=1. (4) Given the product [Cl:1][C:2]1[CH:11]=[C:6]([C:7]([O:9][CH3:10])=[O:8])[C:5]2[O:12][C:13]([C:14]#[N:15])=[CH:16][C:4]=2[CH:3]=1, predict the reactants needed to synthesize it. The reactants are: [Cl:1][C:2]1[CH:3]=[C:4]([CH:16]=O)[C:5]([O:12][CH2:13][C:14]#[N:15])=[C:6]([CH:11]=1)[C:7]([O:9][CH3:10])=[O:8].C([O-])([O-])=O.[K+].[K+].O.